Dataset: Full USPTO retrosynthesis dataset with 1.9M reactions from patents (1976-2016). Task: Predict the reactants needed to synthesize the given product. (1) Given the product [Br:1][C:2]1[CH:7]=[CH:6][C:5]([CH:8]([C:18]2[CH:19]=[CH:20][C:21]([S:24]([CH3:27])(=[O:26])=[O:25])=[CH:22][CH:23]=2)[NH:9][C@H:10]([C:15]([NH:43][CH2:38][C:37]#[N:36])=[O:17])[CH2:11][CH:12]([CH3:13])[CH3:14])=[CH:4][CH:3]=1, predict the reactants needed to synthesize it. The reactants are: [Br:1][C:2]1[CH:7]=[CH:6][C:5]([CH:8]([C:18]2[CH:23]=[CH:22][C:21]([S:24]([CH3:27])(=[O:26])=[O:25])=[CH:20][CH:19]=2)[NH:9][C@H:10]([C:15]([OH:17])=O)[CH2:11][CH:12]([CH3:14])[CH3:13])=[CH:4][CH:3]=1.CN(C(O[N:36]1N=[N:43][C:38]2C=CC=N[C:37]1=2)=[N+](C)C)C.F[P-](F)(F)(F)(F)F.Cl.NCC#N.C(N(CC)C(C)C)(C)C. (2) Given the product [N+:30]([C:33]1[CH:34]=[CH:35][C:36]([CH2:37][O:38][C:39]([NH:41][CH2:42][CH2:43][CH2:44][S:45][C:46]2[N:47]=[CH:48][N:49]3[CH:53]=[C:52]([Sn:5]([CH2:10][CH2:11][CH2:12][CH3:13])([CH2:6][CH2:7][CH2:8][CH3:9])[CH2:1][CH2:2][CH2:3][CH3:4])[S:51][C:50]=23)=[O:40])=[CH:54][CH:55]=1)([O-:32])=[O:31], predict the reactants needed to synthesize it. The reactants are: [CH2:1]([Sn:5](Cl)([CH2:10][CH2:11][CH2:12][CH3:13])[CH2:6][CH2:7][CH2:8][CH3:9])[CH2:2][CH2:3][CH3:4].C[Si]([N-][Si](C)(C)C)(C)C.[Li+].C1COCC1.[N+:30]([C:33]1[CH:55]=[CH:54][C:36]([CH2:37][O:38][C:39]([NH:41][CH2:42][CH2:43][CH2:44][S:45][C:46]2[N:47]=[CH:48][N:49]3[CH:53]=[CH:52][S:51][C:50]=23)=[O:40])=[CH:35][CH:34]=1)([O-:32])=[O:31].[Cl-].[NH4+]. (3) Given the product [C:2](=[O:3])([O:4][CH2:5][CH3:6])[O:20][CH2:19][C:14]1[CH:13]=[CH:12][C:11]2[C:16](=[CH:17][CH:18]=[C:9]([N:8]([CH3:21])[CH3:7])[CH:10]=2)[N:15]=1, predict the reactants needed to synthesize it. The reactants are: Cl[C:2]([O:4][CH2:5][CH3:6])=[O:3].[CH3:7][N:8]([CH3:21])[C:9]1[CH:10]=[C:11]2[C:16](=[CH:17][CH:18]=1)[N:15]=[C:14]([CH2:19][OH:20])[CH:13]=[CH:12]2.[O-]S([O-])(=O)=O.[Na+].[Na+]. (4) Given the product [Cl:1][C:2]1[CH:7]=[CH:6][N:5]=[C:4]2[N:8]([C:14]3[N:19]=[CH:18][CH:17]=[CH:16][N:15]=3)[CH:9]=[C:10]([C:11]([NH:42][CH2:41][C:35]3([C:31]4[CH:30]=[N:29][CH:34]=[CH:33][CH:32]=4)[CH2:36][CH2:37][CH2:38][CH2:39][CH2:40]3)=[O:13])[C:3]=12, predict the reactants needed to synthesize it. The reactants are: [Cl:1][C:2]1[CH:7]=[CH:6][N:5]=[C:4]2[N:8]([C:14]3[N:19]=[CH:18][CH:17]=[CH:16][N:15]=3)[CH:9]=[C:10]([C:11]([OH:13])=O)[C:3]=12.C(N(C(C)C)CC)(C)C.[N:29]1[CH:34]=[CH:33][CH:32]=[C:31]([C:35]2([CH2:41][NH2:42])[CH2:40][CH2:39][CH2:38][CH2:37][CH2:36]2)[CH:30]=1.F[P-](F)(F)(F)(F)F.N1(O[P+](N(C)C)(N(C)C)N(C)C)C2C=CC=CC=2N=N1. (5) The reactants are: Cl[C:2]1[C:7]([N+:8]([O-:10])=[O:9])=[CH:6][CH:5]=[C:4]([O:11][CH3:12])[N:3]=1.O1CCOCC1.[CH2:19]([NH:23][CH2:24][CH2:25][OH:26])[CH2:20][CH2:21][CH3:22]. Given the product [CH2:19]([N:23]([C:2]1[C:7]([N+:8]([O-:10])=[O:9])=[CH:6][CH:5]=[C:4]([O:11][CH3:12])[N:3]=1)[CH2:24][CH2:25][OH:26])[CH2:20][CH2:21][CH3:22], predict the reactants needed to synthesize it. (6) Given the product [F:41][C:40]([F:43])([F:42])[C:38]([OH:44])=[O:39].[O:36]=[C:35]1[C:19]2[C:20]3[C:21](=[C:22]([C:26]4[CH:31]=[CH:30][CH:29]=[CH:28][CH:27]=4)[NH:23][C:24]=3[CH:25]=[C:17]([NH:16][C:15](=[O:37])[CH2:14][CH:11]3[CH2:10][CH2:9][NH:8][CH2:13][CH2:12]3)[CH:18]=2)[CH:32]=[N:33][NH:34]1, predict the reactants needed to synthesize it. The reactants are: C(OC([N:8]1[CH2:13][CH2:12][CH:11]([CH2:14][C:15](=[O:37])[NH:16][C:17]2[CH:18]=[C:19]3[C:35](=[O:36])[NH:34][N:33]=[CH:32][C:21]4=[C:22]([C:26]5[CH:31]=[CH:30][CH:29]=[CH:28][CH:27]=5)[NH:23][C:24]([CH:25]=2)=[C:20]34)[CH2:10][CH2:9]1)=O)(C)(C)C.[C:38]([OH:44])([C:40]([F:43])([F:42])[F:41])=[O:39]. (7) Given the product [Br:1][C:2]1[CH:3]=[CH:4][CH:5]([NH:8][S:9]([C:12]2[CH:17]=[CH:16][C:15]([CH3:18])=[CH:14][CH:13]=2)(=[O:11])=[O:10])[N:6]([CH2:29][C:30]([NH2:32])=[O:31])[CH:7]=1, predict the reactants needed to synthesize it. The reactants are: [Br:1][C:2]1[CH:3]=[CH:4][C:5](=[N:8][S:9]([C:12]2[CH:17]=[CH:16][C:15]([CH3:18])=[CH:14][CH:13]=2)(=[O:11])=[O:10])[NH:6][CH:7]=1.CCN(C(C)C)C(C)C.I[CH2:29][C:30]([NH2:32])=[O:31].O. (8) Given the product [C:8]([C:7]1[CH:6]=[CH:5][C:4]([NH:10][C@H:11]([CH2:15][CH:16]([CH3:18])[CH3:17])[C:12]([NH2:14])=[O:13])=[CH:3][C:2]=1[NH:20][C:21]1[S:25][N:24]=[C:23]([CH3:26])[CH:22]=1)#[N:9], predict the reactants needed to synthesize it. The reactants are: Br[C:2]1[CH:3]=[C:4]([NH:10][C@H:11]([CH2:15][CH:16]([CH3:18])[CH3:17])[C:12]([NH2:14])=[O:13])[CH:5]=[CH:6][C:7]=1[C:8]#[N:9].Cl.[NH2:20][C:21]1[S:25][N:24]=[C:23]([CH3:26])[CH:22]=1.C1C=CC(P(C2C(C3C(P(C4C=CC=CC=4)C4C=CC=CC=4)=CC=C4C=3C=CC=C4)=C3C(C=CC=C3)=CC=2)C2C=CC=CC=2)=CC=1.C([O-])([O-])=O.[K+].[K+]. (9) Given the product [CH2:1]([S:2][C:3]1[C:4]([C:8]2[CH:9]=[N:10][CH:11]=[CH:12][CH:13]=2)=[N:5][NH:6][CH:7]=1)[CH2:14][CH2:15][CH2:16][CH2:17][CH3:18], predict the reactants needed to synthesize it. The reactants are: [CH3:1][S:2][C:3]1[C:4]([C:8]2[CH:9]=[N:10][CH:11]=[CH:12][CH:13]=2)=[N:5][NH:6][CH:7]=1.[CH2:14](SS[CH2:14][CH2:15][CH2:16][CH2:17][CH2:18]C)[CH2:15][CH2:16][CH2:17][CH2:18]C.IC1C(C2C=NC=CC=2)=NNC=1.